From a dataset of Full USPTO retrosynthesis dataset with 1.9M reactions from patents (1976-2016). Predict the reactants needed to synthesize the given product. (1) Given the product [Br:2][C:3]1[C:4]([S:9]([CH:12]2[CH2:17][CH2:16][N:15]([CH2:19][CH:20]([OH:22])[CH3:21])[CH2:14][CH2:13]2)(=[O:10])=[O:11])=[N:5][CH:6]=[CH:7][CH:8]=1, predict the reactants needed to synthesize it. The reactants are: Cl.[Br:2][C:3]1[C:4]([S:9]([CH:12]2[CH2:17][CH2:16][NH:15][CH2:14][CH2:13]2)(=[O:11])=[O:10])=[N:5][CH:6]=[CH:7][CH:8]=1.Br[CH2:19][CH:20]([OH:22])[CH3:21].C([O-])([O-])=O.[K+].[K+]. (2) Given the product [CH2:27]([N:13]([CH2:11][CH3:12])[C:14]1[CH:19]=[CH:18][C:17]([CH:20]([OH:23])[C:21]#[C:22][C:2]2[CH:10]=[CH:9][C:5]([C:6]([OH:8])=[O:7])=[CH:4][CH:3]=2)=[CH:16][C:15]=1[CH:24]([CH3:26])[CH3:25])[CH3:28], predict the reactants needed to synthesize it. The reactants are: I[C:2]1[CH:10]=[CH:9][C:5]([C:6]([OH:8])=[O:7])=[CH:4][CH:3]=1.[CH2:11]([N:13]([CH2:27][CH3:28])[C:14]1[CH:19]=[CH:18][C:17]([CH:20]([OH:23])[C:21]#[CH:22])=[CH:16][C:15]=1[CH:24]([CH3:26])[CH3:25])[CH3:12]. (3) Given the product [CH:21]1([CH2:24][O:25][C:9]2[N:8]=[C:7]([C:5]([OH:4])=[O:6])[CH:12]=[CH:11][C:10]=2[N:13]2[CH2:17][CH2:16][CH2:15][S:14]2(=[O:19])=[O:18])[CH2:23][CH2:22]1, predict the reactants needed to synthesize it. The reactants are: [H-].[Na+].C[O:4][C:5]([C:7]1[CH:12]=[CH:11][C:10]([N:13]2[CH2:17][CH2:16][CH2:15][S:14]2(=[O:19])=[O:18])=[C:9](Cl)[N:8]=1)=[O:6].[CH:21]1([CH2:24][OH:25])[CH2:23][CH2:22]1. (4) Given the product [CH3:1][N:2]1[CH2:8][CH2:7][CH2:6][N:5]([C:9]2[N:14]=[C:13]([C:15]3[O:19][C:18]([CH:20]=[C:26]4[S:22][C:23](=[O:28])[NH:24][C:25]4=[O:27])=[CH:17][CH:16]=3)[CH:12]=[N:11][CH:10]=2)[CH2:4][CH2:3]1, predict the reactants needed to synthesize it. The reactants are: [CH3:1][N:2]1[CH2:8][CH2:7][CH2:6][N:5]([C:9]2[N:14]=[C:13]([C:15]3[O:19][C:18]([CH:20]=O)=[CH:17][CH:16]=3)[CH:12]=[N:11][CH:10]=2)[CH2:4][CH2:3]1.[S:22]1[CH2:26][C:25](=[O:27])[NH:24][C:23]1=[O:28].N1CCCCC1.O. (5) The reactants are: [H-].[Na+].[Br:3][C:4]1[CH:9]=[CH:8][C:7]([OH:10])=[CH:6][CH:5]=1.F[C:12]1[CH:13]=[CH:14][C:15]([N+:20]([O-:22])=[O:21])=[C:16]([CH:19]=1)[CH:17]=[O:18]. Given the product [N+:20]([C:15]1[CH:14]=[CH:13][C:12]([O:10][C:7]2[CH:8]=[CH:9][C:4]([Br:3])=[CH:5][CH:6]=2)=[CH:19][C:16]=1[CH:17]=[O:18])([O-:22])=[O:21], predict the reactants needed to synthesize it. (6) The reactants are: Cl.[NH:2]1[CH:6]=[C:5]([CH:7]([CH3:11])[C:8]([OH:10])=O)[N:4]=[CH:3]1.[NH2:12][C@@H:13]([CH2:31][O:32][CH2:33][C:34]1[CH:39]=[CH:38][CH:37]=[CH:36][CH:35]=1)[C:14]([NH:16][C:17]1[CH:22]=[CH:21][C:20]([O:23][C:24]2[CH:29]=[CH:28][C:27]([F:30])=[CH:26][CH:25]=2)=[CH:19][CH:18]=1)=[O:15]. Given the product [NH:2]1[CH:6]=[C:5]([CH:7]([CH3:11])[C:8]([NH:12][C@@H:13]([CH2:31][O:32][CH2:33][C:34]2[CH:35]=[CH:36][CH:37]=[CH:38][CH:39]=2)[C:14]([NH:16][C:17]2[CH:18]=[CH:19][C:20]([O:23][C:24]3[CH:29]=[CH:28][C:27]([F:30])=[CH:26][CH:25]=3)=[CH:21][CH:22]=2)=[O:15])=[O:10])[N:4]=[CH:3]1, predict the reactants needed to synthesize it. (7) Given the product [NH2:16][C:4]1[S:3][C:2]([C:34]2[CH:33]=[CH:32][CH:31]=[C:30]([N:27]3[CH2:26][CH2:25][O:24][CH2:29][CH2:28]3)[CH:35]=2)=[N:6][C:5]=1[C:7]([NH:8][C:9]1[CH:10]=[N:11][N:12]([CH3:14])[CH:13]=1)=[O:15], predict the reactants needed to synthesize it. The reactants are: Br[C:2]1[S:3][C:4]([NH:16]C(=O)OC(C)(C)C)=[C:5]([C:7](=[O:15])[NH:8][C:9]2[CH:10]=[N:11][N:12]([CH3:14])[CH:13]=2)[N:6]=1.[O:24]1[CH2:29][CH2:28][N:27]([C:30]2[CH:31]=[C:32](B(O)O)[CH:33]=[CH:34][CH:35]=2)[CH2:26][CH2:25]1.